Predict the reactants needed to synthesize the given product. From a dataset of Retrosynthesis with 50K atom-mapped reactions and 10 reaction types from USPTO. Given the product C/C(=C\C(=O)N1CCC[C@H]1CN1CCCCC1)c1ccc(CC(C)C)cc1, predict the reactants needed to synthesize it. The reactants are: C/C(=C\C(=O)O)c1ccc(CC(C)C)cc1.C1CCN(C[C@@H]2CCCN2)CC1.